This data is from Reaction yield outcomes from USPTO patents with 853,638 reactions. The task is: Predict the reaction yield, written as a fraction of the theoretical maximum amount of product (1.0 means a 100% yield; for example, 0.34 means a 34% yield). (1) The reactants are [F:1][CH:2]([F:22])[O:3][C:4]1[CH:9]=[CH:8][CH:7]=[CH:6][C:5]=1[NH:10][N:11]=[C:12]([C:17](=[O:21])[CH2:18][O:19][CH3:20])[C:13]([O:15][CH3:16])=[O:14].[CH3:23]OC(OC)N(C)C. No catalyst specified. The product is [F:1][CH:2]([F:22])[O:3][C:4]1[CH:9]=[CH:8][CH:7]=[CH:6][C:5]=1[N:10]1[CH:23]=[C:18]([O:19][CH3:20])[C:17](=[O:21])[C:12]([C:13]([O:15][CH3:16])=[O:14])=[N:11]1. The yield is 0.880. (2) The reactants are [NH2:1][CH2:2][C:3]1[NH:4][C:5](=[O:13])[C:6]2[CH2:12][O:11][CH2:10][CH2:9][C:7]=2[N:8]=1.Br[CH2:15][C:16]1[CH:21]=[CH:20][C:19]([F:22])=[CH:18][CH:17]=1.CCCCCC.CO. The catalyst is C(O)C.ClCCl. The product is [F:22][C:19]1[CH:20]=[CH:21][C:16]([CH2:15][NH:1][CH2:2][C:3]2[NH:4][C:5](=[O:13])[C:6]3[CH2:12][O:11][CH2:10][CH2:9][C:7]=3[N:8]=2)=[CH:17][CH:18]=1. The yield is 0.670.